From a dataset of Forward reaction prediction with 1.9M reactions from USPTO patents (1976-2016). Predict the product of the given reaction. (1) Given the reactants [NH2:1][C:2]1[CH:3]=[C:4]([O:11][C@@H:12]2[CH2:17][CH2:16][N:15](C(OC(C)(C)C)=O)[CH2:14][C@H:13]2[F:25])[C:5]2[O:9][CH:8]=[CH:7][C:6]=2[CH:10]=1.[Cl:26][C:27]1[CH:32]=[CH:31][CH:30]=[CH:29][C:28]=1[S:33](Cl)(=[O:35])=[O:34], predict the reaction product. The product is: [ClH:26].[Cl:26][C:27]1[CH:32]=[CH:31][CH:30]=[CH:29][C:28]=1[S:33]([NH:1][C:2]1[CH:3]=[C:4]([O:11][C@@H:12]2[CH2:17][CH2:16][NH:15][CH2:14][C@H:13]2[F:25])[C:5]2[O:9][CH:8]=[CH:7][C:6]=2[CH:10]=1)(=[O:35])=[O:34]. (2) Given the reactants [Br:1][C:2]1[CH:7]=[CH:6][C:5]([CH2:8][CH2:9][OH:10])=[CH:4][CH:3]=1.N1C=CN=C1.[Si:16](Cl)([C:19]([CH3:22])([CH3:21])[CH3:20])([CH3:18])[CH3:17], predict the reaction product. The product is: [Br:1][C:2]1[CH:7]=[CH:6][C:5]([CH2:8][CH2:9][O:10][Si:16]([C:19]([CH3:22])([CH3:21])[CH3:20])([CH3:18])[CH3:17])=[CH:4][CH:3]=1. (3) Given the reactants [CH3:1][N:2]([C:4]1[CH:9]=[CH:8][C:7]([S:10][S:10][C:7]2[CH:8]=[CH:9][C:4]([N:2]([CH3:3])[CH3:1])=[CH:5][CH:6]=2)=[CH:6][CH:5]=1)[CH3:3].O.C(P(CCCC)CCCC)CCC, predict the reaction product. The product is: [CH3:1][N:2]([CH3:3])[C:4]1[CH:9]=[CH:8][C:7]([SH:10])=[CH:6][CH:5]=1. (4) Given the reactants N#N.[CH3:3][C:4]1([C:9]2[N:10]=[C:11]([CH2:14][N:15]3[CH:19]=[CH:18][C:17]([N+:20]([O-])=O)=[N:16]3)[S:12][CH:13]=2)[O:8][CH2:7][CH2:6][O:5]1.[NH4+].[Cl-], predict the reaction product. The product is: [CH3:3][C:4]1([C:9]2[N:10]=[C:11]([CH2:14][N:15]3[CH:19]=[CH:18][C:17]([NH2:20])=[N:16]3)[S:12][CH:13]=2)[O:8][CH2:7][CH2:6][O:5]1. (5) Given the reactants [C:1]([CH2:3][C@H:4]([N:8]1[C:16]2[CH:15]=[CH:14][NH:13][C:12](=[O:17])[C:11]=2[C:10]([NH:18][C:19]2[CH:27]=[CH:26][C:22]([C:23]([OH:25])=O)=[C:21]([CH3:28])[CH:20]=2)=[N:9]1)[CH:5]1[CH2:7][CH2:6]1)#[N:2].OC1C2N=NNC=2C=CC=1.C(N=C=NCCCN(C)C)C.CCN(C(C)C)C(C)C.[CH3:59][NH:60][CH2:61][C:62]([F:65])([F:64])[F:63], predict the reaction product. The product is: [C:1]([CH2:3][C@H:4]([N:8]1[C:16]2[CH:15]=[CH:14][NH:13][C:12](=[O:17])[C:11]=2[C:10]([NH:18][C:19]2[CH:27]=[CH:26][C:22]([C:23]([N:60]([CH3:59])[CH2:61][C:62]([F:65])([F:64])[F:63])=[O:25])=[C:21]([CH3:28])[CH:20]=2)=[N:9]1)[CH:5]1[CH2:6][CH2:7]1)#[N:2]. (6) The product is: [CH2:26]([C:28]1[N:29]([CH2:2][C:3]2[CH:4]=[C:5]([C:9]3[CH:13]=[C:12]([CH2:14][CH:15]([CH3:17])[CH3:16])[S:11][C:10]=3[S:18]([NH:21][C:22]([CH3:25])([CH3:24])[CH3:23])(=[O:20])=[O:19])[CH:6]=[CH:7][CH:8]=2)[CH:30]=[CH:31][N:32]=1)[CH3:27]. Given the reactants Br[CH2:2][C:3]1[CH:4]=[C:5]([C:9]2[CH:13]=[C:12]([CH2:14][CH:15]([CH3:17])[CH3:16])[S:11][C:10]=2[S:18]([NH:21][C:22]([CH3:25])([CH3:24])[CH3:23])(=[O:20])=[O:19])[CH:6]=[CH:7][CH:8]=1.[CH2:26]([C:28]1[NH:29][CH:30]=[CH:31][N:32]=1)[CH3:27], predict the reaction product. (7) Given the reactants [CH:1]1([C:6]2[CH:7]=[C:8]([CH:11]=[CH:12][CH:13]=2)[CH:9]=O)[CH2:5][CH2:4][CH2:3][CH2:2]1.[O:14]([C:21]1[CH:22]=[C:23]([CH:25]=[CH:26][CH:27]=1)[NH2:24])[C:15]1[CH:20]=[CH:19][CH:18]=[CH:17][CH:16]=1.[BH-](OC(C)=O)(OC(C)=O)OC(C)=O.[Na+].C(O)(=O)C, predict the reaction product. The product is: [O:14]([C:21]1[CH:22]=[C:23]([NH:24][CH2:9][C:8]2[CH:11]=[CH:12][CH:13]=[C:6]([CH:1]3[CH2:5][CH2:4][CH2:3][CH2:2]3)[CH:7]=2)[CH:25]=[CH:26][CH:27]=1)[C:15]1[CH:16]=[CH:17][CH:18]=[CH:19][CH:20]=1. (8) Given the reactants CC1C=CC(S(O[CH2:12][CH:13]2[O:18][C:17]3[CH:19]=[C:20]([S:23]([CH3:26])(=[O:25])=[O:24])[CH:21]=[CH:22][C:16]=3[O:15][CH2:14]2)(=O)=O)=CC=1.[CH2:27]([NH2:29])[CH3:28], predict the reaction product. The product is: [CH3:26][S:23]([C:20]1[CH:21]=[CH:22][C:16]2[O:15][CH2:14][CH:13]([CH2:12][NH:29][CH2:27][CH3:28])[O:18][C:17]=2[CH:19]=1)(=[O:24])=[O:25]. (9) Given the reactants ClCCl.Br[C:5]1[CH:6]=[C:7]([CH:13]=[C:14]([F:16])[CH:15]=1)[C:8]([O:10][CH2:11][CH3:12])=[O:9].[CH3:17][C:18]1([CH3:34])[C:22]([CH3:24])([CH3:23])[O:21][B:20]([B:20]2[O:21][C:22]([CH3:24])([CH3:23])[C:18]([CH3:34])([CH3:17])[O:19]2)[O:19]1.C([O-])(=O)C.[K+], predict the reaction product. The product is: [F:16][C:14]1[CH:13]=[C:7]([CH:6]=[C:5]([B:20]2[O:21][C:22]([CH3:24])([CH3:23])[C:18]([CH3:34])([CH3:17])[O:19]2)[CH:15]=1)[C:8]([O:10][CH2:11][CH3:12])=[O:9].